From a dataset of HIV replication inhibition screening data with 41,000+ compounds from the AIDS Antiviral Screen. Binary Classification. Given a drug SMILES string, predict its activity (active/inactive) in a high-throughput screening assay against a specified biological target. (1) The molecule is Cc1nc2ccccc2c(=O)n1NC(=S)Nc1cccc(Cl)c1. The result is 0 (inactive). (2) The molecule is Clc1nc(Nc2nc3ccccc3[nH]2)nc(Cl)c1-c1ccccc1. The result is 0 (inactive). (3) The compound is O=C1OCc2c[n+]([O-])ccc21. The result is 0 (inactive). (4) The drug is S=C1NC(c2cccs2)N2C(=S)NC(c3cccs3)N12. The result is 0 (inactive). (5) The molecule is CC(C=NNC(=N)N)=NNC(=N)N.N#CS. The result is 0 (inactive).